Dataset: Full USPTO retrosynthesis dataset with 1.9M reactions from patents (1976-2016). Task: Predict the reactants needed to synthesize the given product. (1) Given the product [CH3:26][C@H:13]1[NH:14][CH2:15][C@H:10]([NH:9][C:5]2[C:4]([O:27][CH3:28])=[C:3]([C:1]#[N:2])[CH:8]=[CH:7][N:6]=2)[CH2:11][CH2:12]1, predict the reactants needed to synthesize it. The reactants are: [C:1]([C:3]1[CH:8]=[CH:7][N:6]=[C:5]([NH:9][C@H:10]2[CH2:15][N:14](C(OCC3C=CC=CC=3)=O)[C@H:13]([CH3:26])[CH2:12][CH2:11]2)[C:4]=1[O:27][CH3:28])#[N:2]. (2) Given the product [C:22]([O:25][C:21]([CH3:20])([CH3:11])[CH:8]([C:5]1[CH:6]=[CH:7][C:2]([Cl:1])=[CH:3][CH:4]=1)[C:9]#[N:10])(=[O:24])[CH3:23], predict the reactants needed to synthesize it. The reactants are: [Cl:1][C:2]1[CH:7]=[CH:6][C:5]([CH2:8][C:9]#[N:10])=[CH:4][CH:3]=1.[CH2:11]1[CH2:21][CH2:20]N2C(=NCCC2)CC1.[C:22]([O:25]C(=O)C)(=[O:24])[CH3:23].OS(O)(=O)=O. (3) Given the product [O:20]=[C:10]1[C:11]2[C:12]3[C:17](=[CH:16][CH:15]=[CH:14][CH:13]=3)[N:18]([CH2:2][C:3]([O:5][CH3:6])=[O:4])[C:19]=2[CH2:7][CH2:8][CH2:9]1, predict the reactants needed to synthesize it. The reactants are: Br[CH2:2][C:3]([O:5][CH3:6])=[O:4].[CH2:7]1[C:19]2[NH:18][C:17]3[C:12](=[CH:13][CH:14]=[CH:15][CH:16]=3)[C:11]=2[C:10](=[O:20])[CH2:9][CH2:8]1.